Dataset: Peptide-MHC class I binding affinity with 185,985 pairs from IEDB/IMGT. Task: Regression. Given a peptide amino acid sequence and an MHC pseudo amino acid sequence, predict their binding affinity value. This is MHC class I binding data. (1) The peptide sequence is EIEIEKNKK. The MHC is HLA-A11:01 with pseudo-sequence HLA-A11:01. The binding affinity (normalized) is 0.0847. (2) The binding affinity (normalized) is 0.186. The peptide sequence is RRPVVTAH. The MHC is HLA-B27:05 with pseudo-sequence HLA-B27:05.